Dataset: Catalyst prediction with 721,799 reactions and 888 catalyst types from USPTO. Task: Predict which catalyst facilitates the given reaction. Reactant: [CH3:1][N:2]1[C:6]2[CH:7]=[CH:8][CH:9]=[CH:10][C:5]=2[N:4]=[C:3]1[CH:11]=O.C([O-])(=O)C.[Na+].Cl.[NH2:19][OH:20]. Product: [CH3:1][N:2]1[C:6]2[CH:7]=[CH:8][CH:9]=[CH:10][C:5]=2[N:4]=[C:3]1[CH:11]=[N:19][OH:20]. The catalyst class is: 6.